This data is from Forward reaction prediction with 1.9M reactions from USPTO patents (1976-2016). The task is: Predict the product of the given reaction. (1) The product is: [NH2:46][C:43]1[CH:42]=[CH:41][C:40]([C:39]([NH:38][CH:33]([C:32]([N:16]2[C@@H:17]3[C:22](=[O:23])[CH2:21][N:20]([C:24](=[O:31])[C:25]4[CH:26]=[CH:27][CH:28]=[CH:29][CH:30]=4)[C@@H:18]3[CH2:19][NH:15]2)=[O:55])[CH2:34][CH:35]([CH3:37])[CH3:36])=[O:54])=[CH:45][CH:44]=1. Given the reactants FC(F)(F)C(O)=O.C(OC([N:15]1[CH2:19][C@H:18]2[N:20]([C:24](=[O:31])[C:25]3[CH:30]=[CH:29][CH:28]=[CH:27][CH:26]=3)[CH2:21][C:22](=[O:23])[C@H:17]2[N:16]1[C:32](=[O:55])[C@@H:33]([NH:38][C:39](=[O:54])[C:40]1[CH:45]=[CH:44][C:43]([NH:46]C(OC(C)(C)C)=O)=[CH:42][CH:41]=1)[CH2:34][CH:35]([CH3:37])[CH3:36])=O)(C)(C)C.C(=O)([O-])O.[Na+], predict the reaction product. (2) Given the reactants C[O:2][C:3](=O)[C:4]1[CH:9]=[C:8]([F:10])[C:7]([F:11])=[CH:6][C:5]=1[Br:12].[H-].C([Al+]CC(C)C)C(C)C, predict the reaction product. The product is: [Br:12][C:5]1[CH:6]=[C:7]([F:11])[C:8]([F:10])=[CH:9][C:4]=1[CH2:3][OH:2]. (3) Given the reactants [CH3:1][C:2](=[O:23])[C@@H:3]1[C@:20]2([CH3:21])[C@H:6]([C@H:7]3[C@H:17]([CH2:18][CH2:19]2)[C@:15]2([CH3:16])[C@H:10]([CH2:11][C:12](=[O:22])[CH2:13][CH2:14]2)[CH2:9][CH2:8]3)[CH2:5][CH2:4]1.[CH3:24][Mg]Cl, predict the reaction product. The product is: [CH3:1][C:2]([C@@H:3]1[C@@:20]2([CH3:21])[CH2:19][CH2:18][C@@H:17]3[C@@:15]4([CH3:16])[CH2:14][CH2:13][C@:12]([OH:22])([CH3:24])[CH2:11][C@@H:10]4[CH2:9][CH2:8][C@H:7]3[C@@H:6]2[CH2:5][CH2:4]1)=[O:23]. (4) The product is: [C:7]([Cl:40])(=[O:8])[C:1]1[CH:6]=[CH:5][CH:4]=[CH:3][CH:2]=1. Given the reactants [C:1]1([C:7]2[O:8]C3C=C(C(O)=O)C=CC=3N=2)[CH:6]=[CH:5][CH:4]=[CH:3][CH:2]=1.C1(C2OC3C=C(C(OC)=O)C=CC=3N=2)C=CC=CC=1.[Li+].[OH-].[ClH:40], predict the reaction product.